Task: Predict the reactants needed to synthesize the given product.. Dataset: Full USPTO retrosynthesis dataset with 1.9M reactions from patents (1976-2016) (1) Given the product [C:44]([C:32]1[C:33]([NH:35][CH2:36][C:37]([OH:43])([CH3:42])[CH2:38][N:39]([CH3:40])[CH3:41])=[CH:34][C:29]([NH:28][C:26]([N:17]2[C:18]3[C:13](=[CH:12][C:11]([CH2:10][OH:9])=[C:20]([CH:21]=[O:22])[N:19]=3)[CH2:14][CH2:15][CH2:16]2)=[O:27])=[N:30][CH:31]=1)#[N:45], predict the reactants needed to synthesize it. The reactants are: Cl.[Si]([O:9][CH2:10][C:11]1[CH:12]=[C:13]2[C:18](=[N:19][C:20]=1[CH:21](OC)[O:22]C)[N:17]([C:26]([NH:28][C:29]1[CH:34]=[C:33]([NH:35][CH2:36][C:37]([OH:43])([CH3:42])[CH2:38][N:39]([CH3:41])[CH3:40])[C:32]([C:44]#[N:45])=[CH:31][N:30]=1)=[O:27])[CH2:16][CH2:15][CH2:14]2)(C(C)(C)C)(C)C.C([O-])(O)=O.[Na+]. (2) Given the product [OH-:2].[Mn+2:18].[Co+2:12].[Ni+2:6].[OH-:8].[OH-:14].[OH-:21].[OH-:2].[OH-:2], predict the reactants needed to synthesize it. The reactants are: S([O-])([O-])(=O)=[O:2].[Ni+2:6].S([O-])([O-])(=O)=[O:8].[Co+2:12].S([O-])([O-])(=O)=[O:14].[Mn+2:18].[Ni].[NH4+].[OH-:21].[OH-].[Na+]. (3) Given the product [NH2:7][C:8]1[CH:9]=[C:10]([C:14]2[CH:19]=[CH:18][C:17]([C:20]([NH2:21])=[O:22])=[C:16]([O:23][C:24]3[CH:29]=[CH:28][C:27]([O:30][C:31]4[CH:36]=[CH:35][CH:34]=[CH:33][CH:32]=4)=[CH:26][CH:25]=3)[N:15]=2)[CH:11]=[CH:12][CH:13]=1, predict the reactants needed to synthesize it. The reactants are: C(OC(=O)[NH:7][C:8]1[CH:13]=[CH:12][CH:11]=[C:10]([C:14]2[CH:19]=[CH:18][C:17]([C:20](=[O:22])[NH2:21])=[C:16]([O:23][C:24]3[CH:29]=[CH:28][C:27]([O:30][C:31]4[CH:36]=[CH:35][CH:34]=[CH:33][CH:32]=4)=[CH:26][CH:25]=3)[N:15]=2)[CH:9]=1)(C)(C)C.Cl.O1CCOCC1. (4) Given the product [Br:1][C:2]1[CH:14]=[CH:13][C:12]([C:15]#[N:16])=[C:11]2[C:3]=1[C:4]1[CH:5]=[CH:6][C:7]([C:18]([O:20][CH2:21][CH3:22])=[O:19])=[CH:8][C:9]=1[NH:10]2, predict the reactants needed to synthesize it. The reactants are: [Br:1][C:2]1[CH:14]=[CH:13][C:12]([C:15](=O)[NH2:16])=[C:11]2[C:3]=1[C:4]1[CH:5]=[CH:6][C:7]([C:18]([O:20][CH2:21][CH3:22])=[O:19])=[CH:8][C:9]=1[NH:10]2.P(Cl)(Cl)(Cl)=O. (5) The reactants are: [O:1]1[CH2:6][CH2:5][CH2:4][O:3][CH:2]1[C:7]1[CH:14]=[CH:13][C:10]([C:11]#[N:12])=[CH:9][C:8]=1F.[SH:16][CH2:17][CH2:18][OH:19].C(=O)([O-])[O-].[K+].[K+]. Given the product [O:1]1[CH2:6][CH2:5][CH2:4][O:3][CH:2]1[C:7]1[CH:14]=[CH:13][C:10]([C:11]#[N:12])=[CH:9][C:8]=1[S:16][CH2:17][CH2:18][OH:19], predict the reactants needed to synthesize it. (6) Given the product [O:6]([C:13]1[CH:14]=[C:15]([CH:16]=[CH:17][CH:18]=1)[CH2:19][C:20]1[CH:25]=[C:24]([C:26]2[C:27]([NH2:32])=[N:28][CH:29]=[CH:30][CH:31]=2)[O:22][N:21]=1)[C:7]1[CH:12]=[CH:11][CH:10]=[CH:9][CH:8]=1, predict the reactants needed to synthesize it. The reactants are: O1CCCC1.[O:6]([C:13]1[CH:14]=[C:15]([CH2:19][C:20](Cl)=[N:21][OH:22])[CH:16]=[CH:17][CH:18]=1)[C:7]1[CH:12]=[CH:11][CH:10]=[CH:9][CH:8]=1.[C:24]([C:26]1[C:27]([NH2:32])=[N:28][CH:29]=[CH:30][CH:31]=1)#[CH:25].C(N(CC)CC)C.